Task: Regression. Given a peptide amino acid sequence and an MHC pseudo amino acid sequence, predict their binding affinity value. This is MHC class II binding data.. Dataset: Peptide-MHC class II binding affinity with 134,281 pairs from IEDB The peptide sequence is EALIHQLKINPYVLS. The MHC is DRB1_1101 with pseudo-sequence DRB1_1101. The binding affinity (normalized) is 0.357.